Task: Predict the product of the given reaction.. Dataset: Forward reaction prediction with 1.9M reactions from USPTO patents (1976-2016) (1) The product is: [Cl:13][C:14]1[CH:19]=[CH:18][C:17]([NH:20][C:21]([NH:1][C:2]2[CH:3]=[C:4]3[C:9](=[CH:10][CH:11]=2)[O:8][CH:7]=[CH:6][C:5]3=[O:12])=[O:22])=[CH:16][CH:15]=1. Given the reactants [NH2:1][C:2]1[CH:3]=[C:4]2[C:9](=[CH:10][CH:11]=1)[O:8][CH:7]=[CH:6][C:5]2=[O:12].[Cl:13][C:14]1[CH:19]=[CH:18][C:17]([N:20]=[C:21]=[O:22])=[CH:16][CH:15]=1, predict the reaction product. (2) Given the reactants Br[CH2:2][C:3]1[N:8]=[C:7]([N:9]2[CH2:14][CH2:13][O:12][CH2:11][CH2:10]2)[CH:6]=[C:5]([Cl:15])[N:4]=1.[F-].[CH2:17]([N+:21](CCCC)(CCCC)CCCC)CCC.C1COCC1.C[Si](C#N)(C)C.N, predict the reaction product. The product is: [Cl:15][C:5]1[CH:6]=[C:7]([N:9]2[CH2:14][CH2:13][O:12][CH2:11][CH2:10]2)[N:8]=[C:3]([CH2:2][C:17]#[N:21])[N:4]=1. (3) Given the reactants Br[C:2]1[CH:3]=[C:4]2[C:8](=[CH:9][CH:10]=1)[N:7]([C:11](=[O:21])[CH2:12][C:13]1[CH:18]=[C:17]([F:19])[CH:16]=[CH:15][C:14]=1[F:20])[CH2:6][CH2:5]2.[B:22]1([B:22]2[O:26][C:25]([CH3:28])([CH3:27])[C:24]([CH3:30])([CH3:29])[O:23]2)[O:26][C:25]([CH3:28])([CH3:27])[C:24]([CH3:30])([CH3:29])[O:23]1.C([O-])(=O)C.[K+].O1CCOCC1, predict the reaction product. The product is: [F:20][C:14]1[CH:15]=[CH:16][C:17]([F:19])=[CH:18][C:13]=1[CH2:12][C:11]([N:7]1[C:8]2[C:4](=[CH:3][C:2]([B:22]3[O:26][C:25]([CH3:28])([CH3:27])[C:24]([CH3:30])([CH3:29])[O:23]3)=[CH:10][CH:9]=2)[CH2:5][CH2:6]1)=[O:21]. (4) Given the reactants [CH2:1]([N:8]1[C:16]2[C:11](=[CH:12][CH:13]=[CH:14][CH:15]=2)[C@:10]2([CH2:18][C@H:17]2[C:19]2[CH:27]=[C:26]3[C:22]([CH:23]=[N:24][N:25]3[CH2:28][C:29]3[CH:34]=[CH:33][CH:32]=[CH:31][CH:30]=3)=[CH:21][CH:20]=2)[C:9]1=[O:35])C1C=CC=CC=1.CS([O:40][C@@H:41](C1C=C2C(C=NN2CC2C=CC(OC)=CC=2)=CC=1)COS(C)(=O)=O)(=O)=O.CN1C2C(=CC=CC=2)CC1=O, predict the reaction product. The product is: [CH3:41][O:40][C:32]1[CH:31]=[CH:30][C:29]([CH2:28][N:25]2[C:26]3[C:22](=[CH:21][CH:20]=[C:19]([C@H:17]4[C@@:10]5([C:11]6[C:16](=[CH:15][CH:14]=[CH:13][CH:12]=6)[N:8]([CH3:1])[C:9]5=[O:35])[CH2:18]4)[CH:27]=3)[CH:23]=[N:24]2)=[CH:34][CH:33]=1. (5) Given the reactants [C:1]([CH2:11][C:12]([O:14][CH2:15][CH3:16])=[O:13])(=[O:10])[C:2]1[CH:7]=[CH:6][C:5]([O:8][CH3:9])=[CH:4][CH:3]=1.C(N(CC)CC)C.[BrH:24].[NH+]1C=CC=CC=1.CCOC(C)=O, predict the reaction product. The product is: [Br:24][CH:11]([C:1]([C:2]1[CH:7]=[CH:6][C:5]([O:8][CH3:9])=[CH:4][CH:3]=1)=[O:10])[C:12]([O:14][CH2:15][CH3:16])=[O:13].